This data is from Reaction yield outcomes from USPTO patents with 853,638 reactions. The task is: Predict the reaction yield, written as a fraction of the theoretical maximum amount of product (1.0 means a 100% yield; for example, 0.34 means a 34% yield). (1) The reactants are [CH2:1]([N:8]1[CH2:16][C:15]2[C:10](=[CH:11][CH:12]=[C:13]([C:17](OC)=[O:18])[CH:14]=2)[CH2:9]1)[C:2]1[CH:7]=[CH:6][CH:5]=[CH:4][CH:3]=1.[H-].[Al+3].[Li+].[H-].[H-].[H-]. The yield is 0.990. The catalyst is O1CCCC1. The product is [CH2:1]([N:8]1[CH2:16][C:15]2[C:10](=[CH:11][CH:12]=[C:13]([CH2:17][OH:18])[CH:14]=2)[CH2:9]1)[C:2]1[CH:3]=[CH:4][CH:5]=[CH:6][CH:7]=1. (2) The reactants are Br[C:2]1[CH:7]=[CH:6][CH:5]=[CH:4][C:3]=1[C:8]([F:14])([F:13])[C:9]([F:12])([F:11])[F:10].[CH3:15][O:16][C:17](=[O:47])[CH2:18][C@H:19]1[C:23]2[CH:24]=[CH:25][C:26]([O:28][C@H:29]3[C:37]4[C:32](=[C:33](B5OC(C)(C)C(C)(C)O5)[CH:34]=[CH:35][CH:36]=4)[CH2:31][CH2:30]3)=[CH:27][C:22]=2[O:21][CH2:20]1. No catalyst specified. The product is [CH3:15][O:16][C:17](=[O:47])[CH2:18][C@H:19]1[C:23]2[CH:24]=[CH:25][C:26]([O:28][C@H:29]3[C:37]4[C:32](=[C:33]([C:2]5[CH:7]=[CH:6][CH:5]=[CH:4][C:3]=5[C:8]([F:14])([F:13])[C:9]([F:12])([F:11])[F:10])[CH:34]=[CH:35][CH:36]=4)[CH2:31][CH2:30]3)=[CH:27][C:22]=2[O:21][CH2:20]1. The yield is 0.680. (3) The reactants are [Cl-].O[NH3+:3].[C:4](=[O:7])([O-])[OH:5].[Na+].CS(C)=O.[OH:13][C:14]([CH3:54])([CH3:53])[CH2:15][O:16][C@H:17]1[CH2:22][CH2:21][C@H:20]([N:23]2[C:28](=[O:29])[C:27]([CH2:30][C:31]3[CH:36]=[CH:35][C:34]([C:37]4[C:38]([C:43]#[N:44])=[CH:39][CH:40]=[CH:41][CH:42]=4)=[CH:33][C:32]=3[O:45][CH3:46])=[C:26]([CH2:47][CH2:48][CH3:49])[N:25]3[N:50]=[CH:51][CH:52]=[C:24]23)[CH2:19][CH2:18]1. The catalyst is C(OCC)(=O)C. The product is [OH:13][C:14]([CH3:53])([CH3:54])[CH2:15][O:16][C@H:17]1[CH2:18][CH2:19][C@H:20]([N:23]2[C:28](=[O:29])[C:27]([CH2:30][C:31]3[CH:36]=[CH:35][C:34]([C:37]4[CH:42]=[CH:41][CH:40]=[CH:39][C:38]=4[C:43]4[NH:3][C:4](=[O:7])[O:5][N:44]=4)=[CH:33][C:32]=3[O:45][CH3:46])=[C:26]([CH2:47][CH2:48][CH3:49])[N:25]3[N:50]=[CH:51][CH:52]=[C:24]23)[CH2:21][CH2:22]1. The yield is 0.710. (4) The reactants are [F:1][CH2:2][C:3]1[N:8]=[C:7]([C:9]#[C:10][CH2:11][CH2:12][NH2:13])[CH:6]=[CH:5][CH:4]=1.[Cl:14][C:15]1[CH:23]=[CH:22][CH:21]=[CH:20][C:16]=1[C:17](Cl)=[O:18]. No catalyst specified. The product is [Cl:14][C:15]1[CH:23]=[CH:22][CH:21]=[CH:20][C:16]=1[C:17]([NH:13][CH2:12][CH2:11][C:10]#[C:9][C:7]1[CH:6]=[CH:5][CH:4]=[C:3]([CH2:2][F:1])[N:8]=1)=[O:18]. The yield is 0.190. (5) The reactants are [F:1][C:2]([F:16])([F:15])[O:3][C:4]1[CH:5]=[C:6]2[C:10](=[CH:11][CH:12]=1)[NH:9]C(=O)[C:7]2=[O:14].[OH-].[K+].OO.C(O)(=[O:23])C. The catalyst is O. The product is [NH2:9][C:10]1[CH:11]=[CH:12][C:4]([O:3][C:2]([F:1])([F:16])[F:15])=[CH:5][C:6]=1[C:7]([OH:14])=[O:23]. The yield is 0.870. (6) The reactants are [CH3:1][C:2]1[CH:3]=[CH:4][CH:5]=[C:6]2[C:11]=1[N:10]=[CH:9][N:8]=[CH:7]2.[Br:12]Br. The catalyst is OS(O)(=O)=O.S([O-])([O-])(=O)=O.[Ag+2]. The product is [Br:12][C:5]1[CH:4]=[CH:3][C:2]([CH3:1])=[C:11]2[C:6]=1[CH:7]=[N:8][CH:9]=[N:10]2. The yield is 0.510. (7) The reactants are [N+:1]([C:4]1[CH:16]=[C:15]2[C:7](=[CH:8][C:9]3[C:14]2=[CH:13][CH:12]=[CH:11][CH:10]=3)[C:6](=[O:17])[C:5]=1[OH:18])([O-])=O.Cl[Sn]Cl.Cl.[OH-].[NH4+]. The catalyst is C(O)(=O)C. The product is [NH2:1][C:4]1[CH:16]=[C:15]2[C:7](=[CH:8][C:9]3[C:14]2=[CH:13][CH:12]=[CH:11][CH:10]=3)[C:6](=[O:17])[C:5]=1[OH:18]. The yield is 0.650. (8) The reactants are [O:1]1[CH2:6][CH2:5][CH2:4][O:3][CH:2]1[CH2:7][CH2:8][CH2:9][C:10]([NH:13][NH:14][C:15]([C:17]1[CH:18]=[C:19]2[C:24](=[CH:25][CH:26]=1)[N:23]=[C:22]([CH3:27])[CH:21]=[CH:20]2)=O)=[N:11][CH3:12]. The catalyst is C(OCC)(=O)C. The product is [O:1]1[CH2:6][CH2:5][CH2:4][O:3][CH:2]1[CH2:7][CH2:8][CH2:9][C:10]1[N:11]([CH3:12])[C:15]([C:17]2[CH:18]=[C:19]3[C:24](=[CH:25][CH:26]=2)[N:23]=[C:22]([CH3:27])[CH:21]=[CH:20]3)=[N:14][N:13]=1. The yield is 0.100.